From a dataset of CYP2C19 inhibition data for predicting drug metabolism from PubChem BioAssay. Regression/Classification. Given a drug SMILES string, predict its absorption, distribution, metabolism, or excretion properties. Task type varies by dataset: regression for continuous measurements (e.g., permeability, clearance, half-life) or binary classification for categorical outcomes (e.g., BBB penetration, CYP inhibition). Dataset: cyp2c19_veith. (1) The molecule is CC(C)NC(=O)N1CC[C@@]2(CCCN(C(=O)c3cnccn3)C2)C1. The result is 0 (non-inhibitor). (2) The compound is c1ccc(CNc2ncnc3ccc(-c4ccc5c(c4)OCO5)cc23)cc1. The result is 1 (inhibitor). (3) The drug is C(=NC12CN3CN(CN(C3)C1)C2)c1cccs1. The result is 0 (non-inhibitor).